This data is from Full USPTO retrosynthesis dataset with 1.9M reactions from patents (1976-2016). The task is: Predict the reactants needed to synthesize the given product. (1) Given the product [CH:17]([O:16][C:7]1[CH:8]=[C:9]([C:12]([F:13])([F:15])[F:14])[CH:10]=[CH:11][C:6]=1[CH:5]=[CH:4][C:3]([OH:20])=[O:2])([CH3:19])[CH3:18], predict the reactants needed to synthesize it. The reactants are: C[O:2][C:3](=[O:20])[CH:4]=[CH:5][C:6]1[CH:11]=[CH:10][C:9]([C:12]([F:15])([F:14])[F:13])=[CH:8][C:7]=1[O:16][CH:17]([CH3:19])[CH3:18].[Li+].[OH-].Cl. (2) The reactants are: [CH:1]1([C:4]2[CH:5]=[C:6]([CH:28]=[C:29]([O:32][CH2:33][CH3:34])[C:30]=2I)[CH2:7][N:8]2[CH2:11][C:10]3([CH2:15][C:14]([N:16]4[CH2:21][CH2:20][C:19]([CH3:27])([C:22]([O:24]CC)=[O:23])[CH2:18][CH2:17]4)=[N:13][O:12]3)[CH2:9]2)[CH2:3][CH2:2]1.[Cl:35][C:36]1[CH:37]=[C:38](B(O)O)[CH:39]=[CH:40][C:41]=1[C:42]#[N:43]. Given the product [Cl:35][C:36]1[CH:37]=[C:38]([C:30]2[C:29]([O:32][CH2:33][CH3:34])=[CH:28][C:6]([CH2:7][N:8]3[CH2:11][C:10]4([CH2:15][C:14]([N:16]5[CH2:17][CH2:18][C:19]([CH3:27])([C:22]([OH:24])=[O:23])[CH2:20][CH2:21]5)=[N:13][O:12]4)[CH2:9]3)=[CH:5][C:4]=2[CH:1]2[CH2:3][CH2:2]2)[CH:39]=[CH:40][C:41]=1[C:42]#[N:43], predict the reactants needed to synthesize it. (3) The reactants are: [CH:1]([N:14]1[C:22]2[C:17](=[CH:18][C:19]([Cl:23])=[CH:20][CH:21]=2)[CH:16]=[C:15]1[CH2:24][CH2:25][NH:26][S:27]([CH2:30][C:31]1[CH:36]=[CH:35][C:34]([Cl:37])=[C:33]([Cl:38])[CH:32]=1)(=[O:29])=[O:28])([C:8]1[CH:13]=[CH:12][CH:11]=[CH:10][CH:9]=1)[C:2]1[CH:7]=[CH:6][CH:5]=[CH:4][CH:3]=1.C([O:41][C:42](=[O:53])[C:43]1[CH:48]=[CH:47][C:46]([CH2:49][CH2:50][CH:51]=O)=[CH:45][CH:44]=1)C.C([SiH](CC)CC)C.S([O-])([O-])(=O)=O.[Mg+2].B(F)(F)F.CCOCC.FC(F)(F)C(O)=O.C(O)(=O)C. Given the product [CH:1]([N:14]1[C:22]2[C:17](=[CH:18][C:19]([Cl:23])=[CH:20][CH:21]=2)[C:16]([CH2:51][CH2:50][CH2:49][C:46]2[CH:47]=[CH:48][C:43]([C:42]([OH:53])=[O:41])=[CH:44][CH:45]=2)=[C:15]1[CH2:24][CH2:25][NH:26][S:27]([CH2:30][C:31]1[CH:36]=[CH:35][C:34]([Cl:37])=[C:33]([Cl:38])[CH:32]=1)(=[O:28])=[O:29])([C:2]1[CH:7]=[CH:6][CH:5]=[CH:4][CH:3]=1)[C:8]1[CH:9]=[CH:10][CH:11]=[CH:12][CH:13]=1, predict the reactants needed to synthesize it. (4) Given the product [CH2:1]([O:3][C:4]([C:6]1[CH:7]=[N:8][N:9]([C:11]2[N:15]([CH2:16][O:17][CH2:18][CH2:19][O:20][CH3:21])[C:14]3[CH:22]=[C:23]([Cl:31])[C:24]([S:26][S:47][C:42]4[CH:43]=[CH:44][CH:45]=[CH:46][C:41]=4[N+:38]([O-:40])=[O:39])=[CH:25][C:13]=3[N:12]=2)[CH:10]=1)=[O:5])[CH3:2], predict the reactants needed to synthesize it. The reactants are: [CH2:1]([O:3][C:4]([C:6]1[CH:7]=[N:8][N:9]([C:11]2[N:15]([CH2:16][O:17][CH2:18][CH2:19][O:20][CH3:21])[C:14]3[CH:22]=[C:23]([Cl:31])[C:24]([S:26]C(C)(C)C)=[CH:25][C:13]=3[N:12]=2)[CH:10]=1)=[O:5])[CH3:2].C(=O)([O-])[O-].[K+].[K+].[N+:38]([C:41]1[CH:46]=[CH:45][CH:44]=[CH:43][C:42]=1[S:47]Cl)([O-:40])=[O:39]. (5) Given the product [Si:24]([O:23][C@@H:13]1[CH2:12][C:11]2[C@@:16]([CH3:22])([CH:17]3[CH:8]([CH2:9][CH:10]=2)[CH:7]2[C@@:20]([CH3:21])([C@H:4]([N:1]4[CH:48]=[C:47]([C:41]5[CH:46]=[CH:45][CH:44]=[CH:43][CH:42]=5)[N:3]=[N:2]4)[CH2:5][CH2:6]2)[CH2:19][CH2:18]3)[CH2:15][CH2:14]1)([C:37]([CH3:40])([CH3:39])[CH3:38])([C:25]1[CH:26]=[CH:27][CH:28]=[CH:29][CH:30]=1)[C:31]1[CH:32]=[CH:33][CH:34]=[CH:35][CH:36]=1, predict the reactants needed to synthesize it. The reactants are: [N:1]([C@H:4]1[C@:20]2([CH3:21])[CH:7]([CH:8]3[CH:17]([CH2:18][CH2:19]2)[C@:16]2([CH3:22])[C:11]([CH2:12][C@@H:13]([O:23][Si:24]([C:37]([CH3:40])([CH3:39])[CH3:38])([C:31]4[CH:36]=[CH:35][CH:34]=[CH:33][CH:32]=4)[C:25]4[CH:30]=[CH:29][CH:28]=[CH:27][CH:26]=4)[CH2:14][CH2:15]2)=[CH:10][CH2:9]3)[CH2:6][CH2:5]1)=[N+:2]=[N-:3].[C:41]1([C:47]#[CH:48])[CH:46]=[CH:45][CH:44]=[CH:43][CH:42]=1.O=C1O[C@H]([C@H](CO)O)C([O-])=C1O.[Na+]. (6) Given the product [OH:6][CH:4]([CH3:5])[CH2:3][CH2:2][NH:1][C:7](=[O:8])[O:9][C:10]([CH3:13])([CH3:12])[CH3:11], predict the reactants needed to synthesize it. The reactants are: [NH2:1][CH2:2][CH2:3][CH:4]([OH:6])[CH3:5].[C:7](O[C:7]([O:9][C:10]([CH3:13])([CH3:12])[CH3:11])=[O:8])([O:9][C:10]([CH3:13])([CH3:12])[CH3:11])=[O:8].